Dataset: Reaction yield outcomes from USPTO patents with 853,638 reactions. Task: Predict the reaction yield, written as a fraction of the theoretical maximum amount of product (1.0 means a 100% yield; for example, 0.34 means a 34% yield). (1) The reactants are [CH2:1]([O:8][CH2:9][C:10]1[C@H:11]([OH:34])[CH2:12][C@H:13]([C:15]2[N:23]3[C:18]([C:19]([NH:24][C@@H:25]4[C:33]5[C:28](=[CH:29][CH:30]=[CH:31][CH:32]=5)[CH2:27][CH2:26]4)=[N:20][CH:21]=[N:22]3)=[CH:17][CH:16]=2)[CH:14]=1)[C:2]1[CH:7]=[CH:6][CH:5]=[CH:4][CH:3]=1.N(C(OCC)=O)=NC(OCC)=O.C1(P(C2C=CC=CC=2)C2C=CC=CC=2)C=CC=CC=1.[C:66](O)(=[O:73])[C:67]1[CH:72]=[CH:71][CH:70]=[CH:69][CH:68]=1. The catalyst is C1COCC1. The product is [CH2:1]([O:8][CH2:9][C:10]1[C@@H:11]([O:34][C:66](=[O:73])[C:67]2[CH:72]=[CH:71][CH:70]=[CH:69][CH:68]=2)[CH2:12][C@H:13]([C:15]2[N:23]3[C:18]([C:19]([NH:24][C@@H:25]4[C:33]5[C:28](=[CH:29][CH:30]=[CH:31][CH:32]=5)[CH2:27][CH2:26]4)=[N:20][CH:21]=[N:22]3)=[CH:17][CH:16]=2)[CH:14]=1)[C:2]1[CH:3]=[CH:4][CH:5]=[CH:6][CH:7]=1. The yield is 0.580. (2) The reactants are [CH3:1][O:2][C:3]([C:5]1[NH:32][C:8]2=[N:9][CH:10]=[C:11]([CH2:13][N:14]([C:25]([O:27][C:28]([CH3:31])([CH3:30])[CH3:29])=[O:26])[CH2:15][C:16]3[CH:21]=[CH:20][CH:19]=[C:18]([N+:22]([O-])=O)[CH:17]=3)[CH:12]=[C:7]2[CH:6]=1)=[O:4]. The catalyst is CN(C=O)C.CO.[Pd]. The product is [CH3:1][O:2][C:3]([C:5]1[NH:32][C:8]2=[N:9][CH:10]=[C:11]([CH2:13][N:14]([C:25]([O:27][C:28]([CH3:30])([CH3:29])[CH3:31])=[O:26])[CH2:15][C:16]3[CH:21]=[CH:20][CH:19]=[C:18]([NH2:22])[CH:17]=3)[CH:12]=[C:7]2[CH:6]=1)=[O:4]. The yield is 0.930. (3) The reactants are [C:1]([O:9][C@:10]1([CH3:47])[CH:14]([O:15][C:16](=[O:23])[C:17]2[CH:22]=[CH:21][CH:20]=[CH:19][CH:18]=2)[CH:13]([CH2:24][O:25][C:26](=[O:33])[C:27]2[CH:32]=[CH:31][CH:30]=[CH:29][CH:28]=2)[O:12][C@H:11]1[N:34]1[C:38]2[N:39]=[CH:40][N:41]=[C:42]([NH2:43])[C:37]=2[C:36]([C:44]#[N:45])=[C:35]1Br)(=[O:8])[C:2]1[CH:7]=[CH:6][CH:5]=[CH:4][CH:3]=1.C([O-])=O.[NH4+].CO. The catalyst is C(OCC)(=O)C.[Pd]. The product is [C:1]([O:9][C@:10]1([CH3:47])[CH:14]([O:15][C:16](=[O:23])[C:17]2[CH:22]=[CH:21][CH:20]=[CH:19][CH:18]=2)[CH:13]([CH2:24][O:25][C:26](=[O:33])[C:27]2[CH:32]=[CH:31][CH:30]=[CH:29][CH:28]=2)[O:12][C@H:11]1[N:34]1[C:38]2[N:39]=[CH:40][N:41]=[C:42]([NH2:43])[C:37]=2[C:36]([C:44]#[N:45])=[CH:35]1)(=[O:8])[C:2]1[CH:7]=[CH:6][CH:5]=[CH:4][CH:3]=1. The yield is 0.340. (4) The reactants are [CH3:1][C:2]1[CH:3]=[CH:4][CH:5]=[C:6]2[C:11]=1[N:10]=[C:9]([N:12]1[CH2:17][CH2:16][N:15]([CH2:18][C:19](=[O:25])[N:20]3[CH2:24][CH2:23][CH2:22][CH2:21]3)[CH2:14][CH2:13]1)[C:8]([CH:26]=O)=[CH:7]2.[F:28][C:29]([F:43])([F:42])[C:30]1[CH:31]=[C:32]([CH:35]=[C:36]([C:38]([F:41])([F:40])[F:39])[CH:37]=1)[CH2:33][NH2:34].C(O)(=O)C.C(O[BH-](OC(=O)C)OC(=O)C)(=O)C.[Na+]. The catalyst is C1COCC1. The product is [F:28][C:29]([F:42])([F:43])[C:30]1[CH:31]=[C:32]([CH:35]=[C:36]([C:38]([F:41])([F:39])[F:40])[CH:37]=1)[CH2:33][NH:34][CH2:26][C:8]1[C:9]([N:12]2[CH2:17][CH2:16][N:15]([CH2:18][C:19]([N:20]3[CH2:24][CH2:23][CH2:22][CH2:21]3)=[O:25])[CH2:14][CH2:13]2)=[N:10][C:11]2[C:6]([CH:7]=1)=[CH:5][CH:4]=[CH:3][C:2]=2[CH3:1]. The yield is 0.600. (5) The reactants are [CH2:1]([O:8][C:9]([NH:11][C@@H:12]([CH2:25][CH3:26])[C:13]([C:15]1([C:18]([O:20][C:21]([CH3:24])([CH3:23])[CH3:22])=[O:19])[CH2:17][CH2:16]1)=[O:14])=[O:10])[C:2]1[CH:7]=[CH:6][CH:5]=[CH:4][CH:3]=1.[BH4-].[Na+].[Cl-].[NH4+]. The catalyst is CO. The product is [CH2:1]([O:8][C:9]([NH:11][C@@H:12]([CH2:25][CH3:26])[CH:13]([C:15]1([C:18]([O:20][C:21]([CH3:23])([CH3:22])[CH3:24])=[O:19])[CH2:17][CH2:16]1)[OH:14])=[O:10])[C:2]1[CH:3]=[CH:4][CH:5]=[CH:6][CH:7]=1. The yield is 0.780.